From a dataset of Drug-target binding data from BindingDB using IC50 measurements. Regression. Given a target protein amino acid sequence and a drug SMILES string, predict the binding affinity score between them. We predict pIC50 (pIC50 = -log10(IC50 in M); higher means more potent). Dataset: bindingdb_ic50. (1) The drug is COc1cc2ncnc(Nc3ccc(F)c(Cl)c3)c2cc1OCCCN1CCOCC1. The target protein sequence is MRPSGTAGAALLALLAALCPASRALEEKKVCQGTSNKLTQLGTFEDHFLSLQRMFNNCEVVLGNLEITYVQRNYDLSFLKTIQEVAGYVLIALNTVERIPLENLQIIRGNMYYENSYALAVLSNYDANKTGLKELPMRNLQEILHGAVRFSNNPALCNVESIQWRDIVSSDFLSNMSMDFQNHLGSCQKCDPSCPNGSCWGAGEENCQKLTKIICAQQCSGRCRGKSPSDCCHNQCAAGCTGPRESDCLVCRKFRDEATCKDTCPPLMLYNPTTYQMDVNPEGKYSFGATCVKKCPRNYVVTDHGSCVRACGADSYEMEEDGVRKCKKCEGPCRKVCNGIGIGEFKDSLSINATNIKHFKNCTSISGDLHILPVAFRGDSFTHTPPLDPQELDILKTVKEITGFLLIQAWPENRTDLHAFENLEIIRGRTKQHGQFSLAVVSLNITSLGLRSLKEISDGDVIISGNKNLCYANTINWKKLFGTSGQKTKIISNRGENSCK.... The pIC50 is 8.6. (2) The small molecule is c1ccc(-c2c[nH]c([C@H]3Cc4c([nH]c5ccccc45)[C@@H](C4CCOCC4)N3)n2)cc1. The target protein (P30873) has sequence MFPNGTASSPSSSPSPSPGSCGEGACSRGPGSGAADGMEEPGRNASQNGTLSEGQGSAILISFIYSVVCLVGLCGNSMVIYVILRYAKMKTATNIYILNLAIADELLMLSVPFLVTSTLLRHWPFGALLCRLVLSVDAVNMFTSIYCLTVLSVDRYVAVVHPIKAARYRRPTVAKVVNLGVWVLSLLVILPIVVFSRTAANSDGTVACNMLMPEPAQRWLVGFVLYTFLMGFLLPVGAICLCYVLIIAKMRMVALKAGWQQRKRSERKITLMVMMVVMVFVICWMPFYVVQLVNVFAEQDDATVSQLSVILGYANSCANPILYGFLSDNFKRSFQRILCLSWMDNAAEEPVDYYATALKSRAYSVEDFQPENLESGGVFRNGTCASRISTL. The pIC50 is 5.0.